Dataset: Catalyst prediction with 721,799 reactions and 888 catalyst types from USPTO. Task: Predict which catalyst facilitates the given reaction. Reactant: [Cl:1][C:2]1[CH:8]=[CH:7][CH:6]=[C:5]([CH3:9])[C:3]=1[NH2:4].N1C=CC=CC=1.[Cl:16][CH2:17][C:18](Cl)=[O:19].Cl. Product: [Cl:16][CH2:17][C:18]([NH:4][C:3]1[C:5]([CH3:9])=[CH:6][CH:7]=[CH:8][C:2]=1[Cl:1])=[O:19]. The catalyst class is: 2.